Dataset: CYP2C19 inhibition data for predicting drug metabolism from PubChem BioAssay. Task: Regression/Classification. Given a drug SMILES string, predict its absorption, distribution, metabolism, or excretion properties. Task type varies by dataset: regression for continuous measurements (e.g., permeability, clearance, half-life) or binary classification for categorical outcomes (e.g., BBB penetration, CYP inhibition). Dataset: cyp2c19_veith. (1) The molecule is Cc1nc2sccn2c(=O)c1Cl. The result is 0 (non-inhibitor). (2) The molecule is CN1CCc2cc(O)c(O)cc2[C@H](c2ccccc2)C1. The result is 0 (non-inhibitor). (3) The molecule is COc1ccc(O[C@H]2C=C[C@@H](c3ccccc3)O[C@H]2COC(=O)CC/C(C)=N\O[C@@H](C)CN2CCCCc3nc(C)c(C)cc32)cc1. The result is 1 (inhibitor). (4) The compound is NC(=O)CC[C@@H](N)C(=O)O. The result is 0 (non-inhibitor). (5) The molecule is COc1ccc(Oc2nccc(-c3ccc(F)cc3)c2C#N)cc1. The result is 0 (non-inhibitor). (6) The result is 0 (non-inhibitor). The drug is Cc1cn([C@@H]2C[C@H](N=[N+]=N)[C@H](CO)O2)c(=O)[nH]c1=O. (7) The compound is COc1ccc2[nH]cc(CCNc3ccnc(-c4ccc(C(=O)N(C)C)cc4)n3)c2c1. The result is 1 (inhibitor).